From a dataset of Full USPTO retrosynthesis dataset with 1.9M reactions from patents (1976-2016). Predict the reactants needed to synthesize the given product. (1) Given the product [CH3:20][C:21]1[CH:26]=[C:25]([C:27]2[CH:28]=[CH:29][C:30]3[N:36]4[CH2:37][C@H:33]([CH2:34][CH2:35]4)[N:32]([CH:5]=[O:11])[C:31]=3[N:38]=2)[CH:24]=[CH:23][N:22]=1, predict the reactants needed to synthesize it. The reactants are: ClC(Cl)(O[C:5](=[O:11])OC(Cl)(Cl)Cl)Cl.C(N(CC)CC)C.[CH3:20][C:21]1[CH:26]=[C:25]([C:27]2[CH:28]=[CH:29][C:30]3[N:36]4[CH2:37][C@H:33]([CH2:34][CH2:35]4)[NH:32][C:31]=3[N:38]=2)[CH:24]=[CH:23][N:22]=1.Cl.C[C@H]1OCCNC1. (2) Given the product [CH2:26]([O:28][CH:29]([CH2:45][CH2:46][CH2:47][CH2:48][CH2:49][CH3:50])[CH2:30][CH2:31][CH2:32][CH2:33][CH2:34][CH2:35][CH2:36][CH2:37][CH2:38][CH2:39][C:40]([O:42][CH2:43][CH3:44])=[O:41])[CH2:25][CH2:24][CH2:23][CH2:22][CH2:21][CH2:20][CH2:19][CH2:18][CH2:17][CH2:16][CH2:15][CH2:14][CH2:13][CH2:12][CH3:11], predict the reactants needed to synthesize it. The reactants are: C1(C)C=CC(S(O[CH2:11][CH2:12][CH2:13][CH2:14][CH2:15][CH2:16][CH2:17][CH2:18][CH2:19][CH2:20][CH2:21][CH2:22][CH2:23][CH2:24][CH2:25][CH3:26])(=O)=O)=CC=1.[OH:28][CH:29]([CH2:45][CH2:46][CH2:47][CH2:48][CH2:49][CH3:50])[CH2:30][CH2:31][CH2:32][CH2:33][CH2:34][CH2:35][CH2:36][CH2:37][CH2:38][CH2:39][C:40]([O:42][CH2:43][CH3:44])=[O:41].C(=O)([O-])[O-].[K+].[K+].[I-].[Na+].